Dataset: Forward reaction prediction with 1.9M reactions from USPTO patents (1976-2016). Task: Predict the product of the given reaction. Given the reactants [CH3:1][C:2]([CH3:33])([CH3:32])[CH2:3][C:4]1[N:5]=[C:6]([C:15](O)([CH3:30])[CH2:16][C:17]2[CH:22]=[CH:21][C:20]([C:23]3[CH:28]=[CH:27][C:26]([F:29])=[CH:25][N:24]=3)=[CH:19][CH:18]=2)[N:7](S(N(C)C)(=O)=O)[CH:8]=1.[OH-:34].[Na+].S(=O)(=O)(O)O.[C:41](#[N:43])[CH3:42], predict the reaction product. The product is: [CH3:32][C:2]([CH3:33])([CH3:1])[CH2:3][C:4]1[N:5]=[C:6]([C:15]([NH:43][C:41](=[O:34])[CH3:42])([CH3:30])[CH2:16][C:17]2[CH:22]=[CH:21][C:20]([C:23]3[CH:28]=[CH:27][C:26]([F:29])=[CH:25][N:24]=3)=[CH:19][CH:18]=2)[NH:7][CH:8]=1.